Dataset: Catalyst prediction with 721,799 reactions and 888 catalyst types from USPTO. Task: Predict which catalyst facilitates the given reaction. Product: [C:30]([C:29]1[CH:13]([C:5]2[CH:6]=[CH:7][CH:8]=[C:9]3[C:4]=2[O:3][C:2]([CH3:1])=[CH:11][C:10]3=[O:12])[C:17]([C:18]([O:20][CH2:21][C:22]([F:25])([F:24])[F:23])=[O:19])=[C:16]([CH3:26])[NH:27][C:28]=1[CH3:32])#[N:31]. The catalyst class is: 41. Reactant: [CH3:1][C:2]1[O:3][C:4]2[C:9]([C:10](=[O:12])[CH:11]=1)=[CH:8][CH:7]=[CH:6][C:5]=2[CH:13]=O.O=[C:16]([CH3:26])[CH2:17][C:18]([O:20][CH2:21][C:22]([F:25])([F:24])[F:23])=[O:19].[NH2:27]/[C:28](/[CH3:32])=[CH:29]\[C:30]#[N:31].C(O)(=O)C.